From a dataset of Full USPTO retrosynthesis dataset with 1.9M reactions from patents (1976-2016). Predict the reactants needed to synthesize the given product. (1) Given the product [O:1]1[C:6]2[CH:7]=[CH:8][CH:9]=[CH:10][C:5]=2[O:4][CH2:3][C@@H:2]1[CH2:11][N:13]1[CH2:18][CH2:17][CH2:16][C@H:15]([C:19]2[CH:20]=[C:21]([OH:25])[CH:22]=[CH:23][CH:24]=2)[CH2:14]1, predict the reactants needed to synthesize it. The reactants are: [O:1]1[C:6]2[CH:7]=[CH:8][CH:9]=[CH:10][C:5]=2[O:4][CH2:3][C@@H:2]1[C:11]([N:13]1[CH2:18][CH2:17][CH2:16][C@H:15]([C:19]2[CH:24]=[CH:23][CH:22]=[C:21]([OH:25])[CH:20]=2)[CH2:14]1)=O. (2) Given the product [CH3:26][S:23]([C:20]1[N:21]=[CH:22][C:17]([O:10][C:8]2[CH:9]=[C:4]([CH:5]=[C:6]([O:27][CH:28]([CH3:32])[CH2:29][O:30][CH3:31])[CH:7]=2)[C:3]([NH:33][C:34]2[CH:38]=[CH:37][N:36]([CH3:39])[N:35]=2)=[O:15])=[CH:18][CH:19]=1)(=[O:25])=[O:24], predict the reactants needed to synthesize it. The reactants are: CO[C:3](=[O:15])[C:4]1[CH:9]=[C:8]([OH:10])[CH:7]=[C:6](OCOC)[CH:5]=1.Br[C:17]1[CH:18]=[CH:19][C:20]([S:23]([CH3:26])(=[O:25])=[O:24])=[N:21][CH:22]=1.[OH:27][C@H:28]([CH3:32])[CH2:29][O:30][CH3:31].[NH2:33][C:34]1[CH:38]=[CH:37][N:36]([CH3:39])[N:35]=1. (3) Given the product [CH3:1][O:2][C:3]([C:5]1[C:9]2[C:10]([S:14][CH3:28])=[N:11][CH2:12][CH2:13][C:8]=2[N:7]([CH2:15][CH2:16][C:17]2[CH:22]=[CH:21][C:20]([N+:23]([O-:25])=[O:24])=[CH:19][CH:18]=2)[CH:6]=1)=[O:4], predict the reactants needed to synthesize it. The reactants are: [CH3:1][O:2][C:3]([C:5]1[C:9]2[C:10](=[S:14])[NH:11][CH2:12][CH2:13][C:8]=2[N:7]([CH2:15][CH2:16][C:17]2[CH:22]=[CH:21][C:20]([N+:23]([O-:25])=[O:24])=[CH:19][CH:18]=2)[CH:6]=1)=[O:4].CI.[C:28]([O-])([O-])=O.[K+].[K+]. (4) Given the product [C:1]([C:6]1[CH:11]=[C:10]([CH:9]=[CH:8][C:7]=1[OH:17])[C:12]([O:14][CH3:15])=[O:13])(=[O:5])[CH2:2][CH2:3][CH3:4], predict the reactants needed to synthesize it. The reactants are: [C:1]([CH:6]1[CH2:11][C:10](O)([C:12]([O:14][CH3:15])=[O:13])[CH:9]=[CH:8][C:7]1=[O:17])(=[O:5])[CH2:2][CH2:3][CH3:4].B(F)(F)F. (5) The reactants are: N[C:2]1[CH:3]=[C:4](/[CH:9]=[CH:10]/[C:11]([O:13][CH3:14])=[O:12])[CH:5]=[CH:6][C:7]=1[NH2:8].[C:15]([O:19][C:20]([NH:22][C:23]1([C:28](O)=[O:29])[CH2:27][CH2:26][CH2:25][CH2:24]1)=[O:21])([CH3:18])([CH3:17])[CH3:16].CN(C(ON1N=NC2C=CC=NC1=2)=[N+](C)C)C.F[P-](F)(F)(F)(F)F.CCN(C(C)C)C(C)C. Given the product [C:15]([O:19][C:20]([NH:22][C:23]1([C:28]([NH:8][C:7]2[CH:6]=[CH:5][C:4](/[CH:9]=[CH:10]/[C:11]([O:13][CH3:14])=[O:12])=[CH:3][CH:2]=2)=[O:29])[CH2:27][CH2:26][CH2:25][CH2:24]1)=[O:21])([CH3:18])([CH3:17])[CH3:16], predict the reactants needed to synthesize it. (6) Given the product [ClH:1].[CH2:2]([NH:5][C:6]([NH:8][C:9]1[CH:14]=[CH:13][C:12]([C:15]2[N:16]=[C:17]([N:24]3[CH2:25][CH2:26][O:27][CH2:28][CH2:29]3)[C:18]3[CH2:23][NH:22][CH2:21][C:19]=3[N:20]=2)=[C:11]([F:31])[CH:10]=1)=[O:7])[CH3:3], predict the reactants needed to synthesize it. The reactants are: [ClH:1].[CH:2]1([NH:5][C:6]([NH:8][C:9]2[CH:14]=[CH:13][C:12]([C:15]3[N:16]=[C:17]([N:24]4[CH2:29][CH2:28][O:27][CH2:26][C@H:25]4C)[C:18]4[CH2:23][NH:22][CH2:21][C:19]=4[N:20]=3)=[C:11]([F:31])[CH:10]=2)=[O:7])C[CH2:3]1.C(NC(=O)NC1C=CC(C2N=C(N3CCOCC3)C3CN(C(OC(C)(C)C)=O)CC=3N=2)=C(F)C=1)C. (7) Given the product [F:46][C:47]1[CH:55]=[CH:54][C:50]([N:11]2[C:12]([C:14]3[CH:15]=[CH:16][CH:17]=[CH:18][CH:19]=3)=[CH:13][CH:8]=[N:9][C:10]2=[O:20])=[CH:49][C:48]=1[CH3:56], predict the reactants needed to synthesize it. The reactants are: FC1C=CC([C:8]2[CH:13]=[C:12]([C:14]3[CH:19]=[CH:18][CH:17]=[CH:16][CH:15]=3)[NH:11][C:10](=[O:20])[N:9]=2)=CC=1C.C(C1C=CC=CC=1)(=O)C.COCCOC1C=CC=CC=1C(OC)=O.[F:46][C:47]1[CH:55]=[CH:54][C:50](C(O)=O)=[CH:49][C:48]=1[CH3:56]. (8) Given the product [Br:14][CH2:10][C:9]1[C:2]([F:1])=[CH:3][C:4]([C:5]#[N:6])=[CH:7][C:8]=1[F:12], predict the reactants needed to synthesize it. The reactants are: [F:1][C:2]1[CH:3]=[C:4]([CH:7]=[C:8]([F:12])[C:9]=1[CH2:10]O)[C:5]#[N:6].P(Br)(Br)[Br:14].